This data is from NCI-60 drug combinations with 297,098 pairs across 59 cell lines. The task is: Regression. Given two drug SMILES strings and cell line genomic features, predict the synergy score measuring deviation from expected non-interaction effect. (1) Drug 1: CC1=C2C(C(=O)C3(C(CC4C(C3C(C(C2(C)C)(CC1OC(=O)C(C(C5=CC=CC=C5)NC(=O)OC(C)(C)C)O)O)OC(=O)C6=CC=CC=C6)(CO4)OC(=O)C)O)C)O. Drug 2: C1=CC=C(C=C1)NC(=O)CCCCCCC(=O)NO. Cell line: MDA-MB-435. Synergy scores: CSS=16.1, Synergy_ZIP=-0.655, Synergy_Bliss=9.05, Synergy_Loewe=1.30, Synergy_HSA=3.05. (2) Drug 1: C1=NC2=C(N=C(N=C2N1C3C(C(C(O3)CO)O)O)F)N. Drug 2: CS(=O)(=O)OCCCCOS(=O)(=O)C. Cell line: OVCAR-8. Synergy scores: CSS=31.1, Synergy_ZIP=-0.00694, Synergy_Bliss=1.84, Synergy_Loewe=-12.3, Synergy_HSA=0.693. (3) Drug 1: C(CC(=O)O)C(=O)CN.Cl. Drug 2: COC1=C2C(=CC3=C1OC=C3)C=CC(=O)O2. Cell line: RXF 393. Synergy scores: CSS=0.315, Synergy_ZIP=-1.05, Synergy_Bliss=-2.01, Synergy_Loewe=-3.17, Synergy_HSA=-3.38.